This data is from Full USPTO retrosynthesis dataset with 1.9M reactions from patents (1976-2016). The task is: Predict the reactants needed to synthesize the given product. (1) The reactants are: C([O:4][CH2:5][C:6]1[CH:11]=[CH:10][C:9]([C:12]2[CH2:13][C:14]([C:21]3[CH:26]=[C:25]([C:27]([F:30])([F:29])[F:28])[N:24]=[C:23]([C:31]([F:34])([F:33])[F:32])[CH:22]=3)([C:17]([F:20])([F:19])[F:18])[CH2:15][N:16]=2)=[CH:8][C:7]=1[Br:35])(=O)C.C[O-].[Na+]. Given the product [F:34][C:31]([F:32])([F:33])[C:23]1[CH:22]=[C:21]([C:14]2([C:17]([F:18])([F:19])[F:20])[CH2:13][C:12]([C:9]3[CH:10]=[CH:11][C:6]([CH2:5][OH:4])=[C:7]([Br:35])[CH:8]=3)=[N:16][CH2:15]2)[CH:26]=[C:25]([C:27]([F:28])([F:29])[F:30])[N:24]=1, predict the reactants needed to synthesize it. (2) Given the product [C:23]([O:27][C:28](=[O:36])[CH2:29][O:30][CH2:31][CH2:32][CH2:33][CH2:34][N:4]([CH2:1][CH:2]=[CH2:3])[C:5]1[CH:10]=[N:9][C:8]([C:11]2[CH:16]=[CH:15][CH:14]=[CH:13][CH:12]=2)=[C:7]([C:17]2[CH:18]=[CH:19][CH:20]=[CH:21][CH:22]=2)[N:6]=1)([CH3:26])([CH3:25])[CH3:24], predict the reactants needed to synthesize it. The reactants are: [CH2:1]([NH:4][C:5]1[CH:10]=[N:9][C:8]([C:11]2[CH:16]=[CH:15][CH:14]=[CH:13][CH:12]=2)=[C:7]([C:17]2[CH:22]=[CH:21][CH:20]=[CH:19][CH:18]=2)[N:6]=1)[CH:2]=[CH2:3].[C:23]([O:27][C:28](=[O:36])[CH2:29][O:30][CH2:31][CH2:32][CH2:33][CH2:34]Br)([CH3:26])([CH3:25])[CH3:24].